Predict which catalyst facilitates the given reaction. From a dataset of Catalyst prediction with 721,799 reactions and 888 catalyst types from USPTO. (1) Reactant: [NH2:1][CH:2]1[CH:8]=[C:7]([C:9]2[CH:14]=[CH:13][CH:12]=[CH:11][CH:10]=2)[CH:6]=[CH:5][N:4]([CH3:15])[C:3]1=[O:16].[C:17]([O:21][C:22]([NH:24][C@H:25]([C:27](O)=[O:28])[CH3:26])=[O:23])([CH3:20])([CH3:19])[CH3:18].O.OC1C2N=NNC=2C=CC=1.C(N(C(C)C)CC)(C)C.Cl.CN(C)CCCN=C=NCC. Product: [C:17]([O:21][C:22](=[O:23])[NH:24][C@H:25]([C:27](=[O:28])[NH:1][CH:2]1[CH:8]=[C:7]([C:9]2[CH:10]=[CH:11][CH:12]=[CH:13][CH:14]=2)[CH:6]=[CH:5][N:4]([CH3:15])[C:3]1=[O:16])[CH3:26])([CH3:18])([CH3:19])[CH3:20]. The catalyst class is: 229. (2) Reactant: [O:1]1[CH2:5][CH2:4][C@@H:3]([OH:6])[CH2:2]1.C[Si]([N-][Si](C)(C)C)(C)C.[K+].[NH2:17][C:18]1[CH:25]=[C:24](F)[C:21]([C:22]#[N:23])=[CH:20][N:19]=1. Product: [NH2:17][C:18]1[CH:25]=[C:24]([O:6][C@@H:3]2[CH2:4][CH2:5][O:1][CH2:2]2)[C:21]([C:22]#[N:23])=[CH:20][N:19]=1. The catalyst class is: 37.